This data is from Reaction yield outcomes from USPTO patents with 853,638 reactions. The task is: Predict the reaction yield, written as a fraction of the theoretical maximum amount of product (1.0 means a 100% yield; for example, 0.34 means a 34% yield). The reactants are [F:1][C:2]1[CH:10]=[CH:9][CH:8]=[C:7]2[C:3]=1[C:4]([CH2:12][NH:13][CH3:14])=[CH:5][N:6]2[CH3:11].CNCC1C2C=CC=CC=2N2CCCC=12.[NH2:30][C:31]1[N:36]=[CH:35][C:34](/[CH:37]=[CH:38]/[C:39]([OH:41])=O)=[CH:33][CH:32]=1.Cl.O=C1NC2N=CC(/C=C/C(O)=O)=CC=2CC1. No catalyst specified. The yield is 0.370. The product is [NH2:30][C:31]1[N:36]=[CH:35][C:34](/[CH:37]=[CH:38]/[C:39]([N:13]([CH2:12][C:4]2[C:3]3[C:7](=[CH:8][CH:9]=[CH:10][C:2]=3[F:1])[N:6]([CH3:11])[CH:5]=2)[CH3:14])=[O:41])=[CH:33][CH:32]=1.